This data is from Forward reaction prediction with 1.9M reactions from USPTO patents (1976-2016). The task is: Predict the product of the given reaction. (1) The product is: [C:7]1([C:2]2[S:3][CH:4]=[CH:5][N:6]=2)[CH:12]=[CH:11][CH:10]=[CH:9][CH:8]=1. Given the reactants Br[C:2]1[S:3][CH:4]=[CH:5][N:6]=1.[C:7]1(B(O)O)[CH:12]=[CH:11][CH:10]=[CH:9][CH:8]=1.C([O-])([O-])=O.[Cs+].[Cs+], predict the reaction product. (2) Given the reactants [C:1]([NH:4][C:5]1[CH:10]=[C:9]([C:11]2[O:15][C:14]([Br:16])=[C:13]([C:17]([NH2:19])=O)[CH:12]=2)[C:8]([CH3:20])=[CH:7][N:6]=1)(=[O:3])[CH3:2].C[N:22]([CH:24](OC)OC)C.[NH2:29]N, predict the reaction product. The product is: [Br:16][C:14]1[O:15][C:11]([C:9]2[C:8]([CH3:20])=[CH:7][N:6]=[C:5]([NH:4][C:1](=[O:3])[CH3:2])[CH:10]=2)=[CH:12][C:13]=1[C:17]1[N:22]=[CH:24][NH:29][N:19]=1.